From a dataset of Forward reaction prediction with 1.9M reactions from USPTO patents (1976-2016). Predict the product of the given reaction. Given the reactants [F:1][C:2]1[CH:9]=[CH:8][C:7]([S:10]([N:13]2[CH2:18][CH2:17][N:16]([C:19]3[CH:24]=[CH:23][C:22]([F:25])=[CH:21][C:20]=3[C:26]([F:29])([F:28])[F:27])[CH2:15][C@H:14]2[CH3:30])(=[O:12])=[O:11])=[CH:6][C:3]=1[C:4]#[N:5].C(O)(C(F)(F)F)=[O:32].OS(O)(=O)=O.[OH-].[Na+], predict the reaction product. The product is: [F:1][C:2]1[CH:9]=[CH:8][C:7]([S:10]([N:13]2[CH2:18][CH2:17][N:16]([C:19]3[CH:24]=[CH:23][C:22]([F:25])=[CH:21][C:20]=3[C:26]([F:27])([F:29])[F:28])[CH2:15][C@H:14]2[CH3:30])(=[O:12])=[O:11])=[CH:6][C:3]=1[C:4]([NH2:5])=[O:32].